Dataset: Reaction yield outcomes from USPTO patents with 853,638 reactions. Task: Predict the reaction yield, written as a fraction of the theoretical maximum amount of product (1.0 means a 100% yield; for example, 0.34 means a 34% yield). (1) The reactants are C[O:2][C:3]([C:5]1[N:6]=[C:7]([CH2:15][CH2:16][S:17][CH3:18])[C:8]2[C:13]([CH:14]=1)=[CH:12][CH:11]=[CH:10][CH:9]=2)=[O:4].[Li+].[OH-].C1COCC1. The catalyst is CO. The product is [CH3:18][S:17][CH2:16][CH2:15][C:7]1[C:8]2[C:13](=[CH:12][CH:11]=[CH:10][CH:9]=2)[CH:14]=[C:5]([C:3]([OH:4])=[O:2])[N:6]=1. The yield is 0.910. (2) The reactants are CC(C)([O-])C.[K+].[CH3:7][O:8][C:9]1[CH:14]=[CH:13][C:12]([SH:15])=[CH:11][C:10]=1[CH:16]([CH3:18])[CH3:17].[CH3:19][C:20]1[CH:21]=[C:22]([O:28][CH3:29])[CH:23]=[C:24]([CH3:27])[C:25]=1I.C(OCC)(=O)C. The catalyst is C1(C)C=CC=CC=1.[I].[Cu]. The product is [CH3:19][C:20]1[CH:21]=[C:22]([O:28][CH3:29])[CH:23]=[C:24]([CH3:27])[C:25]=1[S:15][C:12]1[CH:13]=[CH:14][C:9]([O:8][CH3:7])=[C:10]([CH:16]([CH3:18])[CH3:17])[CH:11]=1. The yield is 0.490. (3) The reactants are [F:1][CH:2]([F:22])[C:3]1[NH:7][C:6]2[C:8]([C:18]([O:20][CH3:21])=[O:19])=[CH:9][C:10]([N:12]3[CH2:17][CH2:16][O:15][CH2:14][CH2:13]3)=[CH:11][C:5]=2[N:4]=1.C([O-])([O-])=O.[K+].[K+].Br[CH2:30][C:31]1[C:40]2[C:35](=[CH:36][CH:37]=[CH:38][CH:39]=2)[CH:34]=[CH:33][CH:32]=1. The catalyst is CN(C=O)C. The product is [F:22][CH:2]([F:1])[C:3]1[N:4]([CH2:30][C:31]2[C:40]3[C:35](=[CH:36][CH:37]=[CH:38][CH:39]=3)[CH:34]=[CH:33][CH:32]=2)[C:5]2[CH:11]=[C:10]([N:12]3[CH2:17][CH2:16][O:15][CH2:14][CH2:13]3)[CH:9]=[C:8]([C:18]([O:20][CH3:21])=[O:19])[C:6]=2[N:7]=1. The yield is 0.980. (4) The reactants are [CH:1]([C:3]1[CH:12]=[CH:11][C:6]([C:7]([O:9][CH3:10])=[O:8])=[CH:5][CH:4]=1)=O.[N+:13]([CH2:16][CH3:17])([O-:15])=[O:14].C([O-])(=O)C.[NH4+].C(OCC)(=O)C. The catalyst is C(O)(=O)C. The product is [N+:13](/[C:16](/[CH3:17])=[CH:1]/[C:3]1[CH:12]=[CH:11][C:6]([C:7]([O:9][CH3:10])=[O:8])=[CH:5][CH:4]=1)([O-:15])=[O:14]. The yield is 0.510. (5) The reactants are [Br:1][C:2]1[CH:3]=[CH:4][C:5]2[CH:11]3[CH2:12][CH:9]([CH2:10]3)[N:8]3[C:13]([CH:20]=O)=[C:14]([C:16]([O:18][CH3:19])=[O:17])[N:15]=[C:7]3[C:6]=2[CH:22]=1.[NH:23]1[CH2:27][CH2:26][CH2:25][CH2:24]1. No catalyst specified. The product is [Br:1][C:2]1[CH:3]=[CH:4][C:5]2[CH:11]3[CH2:12][CH:9]([CH2:10]3)[N:8]3[C:13]([CH2:20][N:23]4[CH2:27][CH2:26][CH2:25][CH2:24]4)=[C:14]([C:16]([O:18][CH3:19])=[O:17])[N:15]=[C:7]3[C:6]=2[CH:22]=1. The yield is 0.700.